From a dataset of Forward reaction prediction with 1.9M reactions from USPTO patents (1976-2016). Predict the product of the given reaction. (1) Given the reactants [CH3:1][CH:2]1[CH2:6][C:5]2([CH2:11][CH2:10][NH:9][CH2:8][CH2:7]2)[C:4](=[O:12])[N:3]1[C:13]1[CH2:14][O:15][C:16](=[O:18])[CH:17]=1.C(N(C(C)C)CC)(C)C.[CH3:28][C:29]1[C:37]([C@@H:38]2[CH2:40][O:39]2)=[CH:36][CH:35]=[C:34]2[C:30]=1[CH2:31][O:32][C:33]2=[O:41], predict the reaction product. The product is: [OH:39][C@H:38]([C:37]1[C:29]([CH3:28])=[C:30]2[C:34](=[CH:35][CH:36]=1)[C:33](=[O:41])[O:32][CH2:31]2)[CH2:40][N:9]1[CH2:8][CH2:7][C:5]2([C:4](=[O:12])[N:3]([C:13]3[CH2:14][O:15][C:16](=[O:18])[CH:17]=3)[CH:2]([CH3:1])[CH2:6]2)[CH2:11][CH2:10]1. (2) Given the reactants Br[CH2:2][CH2:3][CH2:4][S:5](=[O:38])([C:32]1[CH:37]=[CH:36][CH:35]=[CH:34][CH:33]=1)=[N:6][C:7](=[O:31])[C:8]1[CH:13]=[C:12]([C:14]#[C:15][C:16]2[CH:21]=[CH:20][CH:19]=[C:18]([NH:22][C:23]([C:25]3[O:26][CH:27]=[CH:28][C:29]=3[CH3:30])=[O:24])[CH:17]=2)[CH:11]=[N:10][CH:9]=1.[F:39][C:40]1([F:46])[CH2:45][CH2:44][CH2:43][NH:42][CH2:41]1, predict the reaction product. The product is: [F:39][C:40]1([F:46])[CH2:45][CH2:44][CH2:43][N:42]([CH2:2][CH2:3][CH2:4][S@:5](=[O:38])([C:32]2[CH:37]=[CH:36][CH:35]=[CH:34][CH:33]=2)=[N:6][C:7](=[O:31])[C:8]2[CH:13]=[C:12]([C:14]#[C:15][C:16]3[CH:21]=[CH:20][CH:19]=[C:18]([NH:22][C:23]([C:25]4[O:26][CH:27]=[CH:28][C:29]=4[CH3:30])=[O:24])[CH:17]=3)[CH:11]=[N:10][CH:9]=2)[CH2:41]1. (3) Given the reactants Br[C:2]1[C:3]2[N:4]([C:15](=[O:29])[N:16]([CH2:18][C:19]3[CH:20]=[N:21][C:22]([C:25]([F:28])([F:27])[F:26])=[CH:23][CH:24]=3)[N:17]=2)[CH:5]=[CH:6][C:7]=1[C:8]1[CH:13]=[CH:12][C:11]([Cl:14])=[CH:10][CH:9]=1.[CH:30]([C:32]1[CH:37]=[CH:36][C:35](B(O)O)=[CH:34][CH:33]=1)=[O:31].C1(P(C2CCCCC2)C2C=CC=CC=2C2C(OC)=CC=CC=2OC)CCCCC1.[O-]P([O-])([O-])=O.[K+].[K+].[K+], predict the reaction product. The product is: [Cl:14][C:11]1[CH:10]=[CH:9][C:8]([C:7]2[CH:6]=[CH:5][N:4]3[C:15](=[O:29])[N:16]([CH2:18][C:19]4[CH:20]=[N:21][C:22]([C:25]([F:27])([F:26])[F:28])=[CH:23][CH:24]=4)[N:17]=[C:3]3[C:2]=2[C:35]2[CH:36]=[CH:37][C:32]([CH:30]=[O:31])=[CH:33][CH:34]=2)=[CH:13][CH:12]=1. (4) Given the reactants [CH3:1][O:2][C:3]1[N:8]=[CH:7][C:6]([C:9]2[O:13][C:12]([CH3:14])=[C:11]([CH:15]([NH:20][C:21]3[CH:22]=[CH:23][C:24]([C:27]([N:29]([CH3:37])[CH2:30][CH2:31][C:32]([O:34]CC)=[O:33])=[O:28])=[N:25][CH:26]=3)[CH2:16][CH:17]([CH3:19])[CH3:18])[CH:10]=2)=[CH:5][CH:4]=1.O1CCCC1.[OH-].[Li+], predict the reaction product. The product is: [CH3:1][O:2][C:3]1[N:8]=[CH:7][C:6]([C:9]2[O:13][C:12]([CH3:14])=[C:11]([CH:15]([NH:20][C:21]3[CH:22]=[CH:23][C:24]([C:27]([N:29]([CH3:37])[CH2:30][CH2:31][C:32]([OH:34])=[O:33])=[O:28])=[N:25][CH:26]=3)[CH2:16][CH:17]([CH3:19])[CH3:18])[CH:10]=2)=[CH:5][CH:4]=1. (5) Given the reactants O=P(Cl)(Cl)Cl.[NH2:6][C:7]1[C:8]([CH3:29])=[C:9]([CH:25]=[C:26]([Cl:28])[CH:27]=1)[CH2:10][N:11]1[CH2:16][CH2:15][N:14]([C:17]([O:19][C:20]([CH3:23])([CH3:22])[CH3:21])=[O:18])[C@@H:13]([CH3:24])[CH2:12]1.[CH3:30][C:31]1[N:36]=[CH:35][C:34]([C:37](O)=[O:38])=[CH:33][N:32]=1.O, predict the reaction product. The product is: [Cl:28][C:26]1[CH:27]=[C:7]([NH:6][C:37]([C:34]2[CH:33]=[N:32][C:31]([CH3:30])=[N:36][CH:35]=2)=[O:38])[C:8]([CH3:29])=[C:9]([CH:25]=1)[CH2:10][N:11]1[CH2:16][CH2:15][N:14]([C:17]([O:19][C:20]([CH3:23])([CH3:22])[CH3:21])=[O:18])[C@@H:13]([CH3:24])[CH2:12]1. (6) The product is: [Cl:42][C:28]1[C:27]([CH:43]([F:44])[F:45])=[C:26]([C:11]2[S:10][C:9]([C:12]3[O:16][C:15]([CH2:17][C:18]([CH3:23])([CH3:24])[C:19]([OH:21])=[O:20])=[N:14][N:13]=3)=[N:8][C:7]=2[CH2:6][CH:1]2[CH2:2][CH2:3][CH2:4][CH2:5]2)[CH:31]=[CH:30][C:29]=1[S:32](=[O:33])(=[O:34])[NH:35][C@@H:36]([CH3:41])[C:37]([F:40])([F:38])[F:39]. Given the reactants [CH:1]1([CH2:6][C:7]2[N:8]=[C:9]([C:12]3[O:16][C:15]([CH2:17][C:18]([CH3:24])([CH3:23])[C:19]([O:21]C)=[O:20])=[N:14][N:13]=3)[S:10][CH:11]=2)[CH2:5][CH2:4][CH2:3][CH2:2]1.Br[C:26]1[CH:31]=[CH:30][C:29]([S:32]([NH:35][C@@H:36]([CH3:41])[C:37]([F:40])([F:39])[F:38])(=[O:34])=[O:33])=[C:28]([Cl:42])[C:27]=1[CH:43]([F:45])[F:44], predict the reaction product. (7) Given the reactants F[C:2]1[CH:11]=[C:10]2[C:5]([N:6]=[C:7](C(F)(F)F)[C:8](=[O:12])[NH:9]2)=[CH:4][C:3]=1[O:17][CH3:18].C(OCC)(=O)C(OCC)=[O:21].FC(F)(F)C(=O)C(OCC)=O, predict the reaction product. The product is: [CH3:18][O:17][C:3]1[CH:4]=[C:5]2[C:10](=[CH:11][CH:2]=1)[NH:9][C:8](=[O:12])[C:7](=[O:21])[NH:6]2. (8) Given the reactants C(OC([N:8]1[CH2:13][CH2:12][O:11][CH:10]([C:14]2[CH:19]=[CH:18][C:17]([NH:20][C:21]([C:23]3[CH:28]=[CH:27][C:26]([C:29]([F:32])([F:31])[F:30])=[CH:25][N:24]=3)=[O:22])=[CH:16][CH:15]=2)[CH2:9]1)=O)(C)(C)C.[ClH:33], predict the reaction product. The product is: [ClH:33].[NH:8]1[CH2:13][CH2:12][O:11][CH:10]([C:14]2[CH:19]=[CH:18][C:17]([NH:20][C:21]([C:23]3[CH:28]=[CH:27][C:26]([C:29]([F:32])([F:30])[F:31])=[CH:25][N:24]=3)=[O:22])=[CH:16][CH:15]=2)[CH2:9]1.